This data is from Catalyst prediction with 721,799 reactions and 888 catalyst types from USPTO. The task is: Predict which catalyst facilitates the given reaction. (1) Reactant: [CH:1]1([C:7]2([CH2:13][NH:14][C:15]3[S:16][CH:17]=[CH:18][N:19]=3)[CH2:12][CH2:11][NH:10][CH2:9][CH2:8]2)[CH2:6][CH2:5][CH2:4][CH2:3][CH2:2]1.[C:20]([O:24][C:25]([NH:27][C@H:28]([CH2:32][C:33]1[CH:38]=[CH:37][C:36]([Cl:39])=[CH:35][CH:34]=1)[C:29](O)=[O:30])=[O:26])([CH3:23])([CH3:22])[CH3:21].ON1C2C=CC=CC=2N=N1.CN1CCOCC1.CN(C)CCCN=C=NCC.[Cl-].[NH4+]. Product: [C:20]([O:24][C:25](=[O:26])[NH:27][C@H:28]([CH2:32][C:33]1[CH:34]=[CH:35][C:36]([Cl:39])=[CH:37][CH:38]=1)[C:29]([N:10]1[CH2:9][CH2:8][C:7]([CH:1]2[CH2:2][CH2:3][CH2:4][CH2:5][CH2:6]2)([CH2:13][NH:14][C:15]2[S:16][CH:17]=[CH:18][N:19]=2)[CH2:12][CH2:11]1)=[O:30])([CH3:23])([CH3:21])[CH3:22]. The catalyst class is: 9. (2) Reactant: [Cl:1][C:2]1[CH:3]=[C:4]([C:9]([F:12])([F:11])[F:10])[CH:5]=[CH:6][C:7]=1I.[C:13]([N:20]1[CH2:25][CH2:24][NH:23][CH2:22][CH2:21]1)([O:15][C:16]([CH3:19])([CH3:18])[CH3:17])=[O:14].CC(C)([O-])C.[Na+].C1(C)C=CC=CC=1P(C1C=CC=CC=1C)C1C=CC=CC=1C. Product: [C:16]([O:15][C:13]([N:20]1[CH2:25][CH2:24][N:23]([C:7]2[CH:6]=[CH:5][C:4]([C:9]([F:12])([F:11])[F:10])=[CH:3][C:2]=2[Cl:1])[CH2:22][CH2:21]1)=[O:14])([CH3:19])([CH3:17])[CH3:18]. The catalyst class is: 440. (3) Reactant: [Cl:1][C:2]1[N:11]=[CH:10][C:9]2[NH:8][CH2:7][CH:6]3[CH2:12][O:13][CH2:14][CH2:15][N:5]3[C:4]=2[N:3]=1.CC(C)([O-])C.[Na+].Br[CH2:23][C:24]1[CH:29]=[CH:28][C:27]([S:30]([CH3:33])(=[O:32])=[O:31])=[CH:26][CH:25]=1. Product: [Cl:1][C:2]1[N:11]=[CH:10][C:9]2[N:8]([CH2:23][C:24]3[CH:25]=[CH:26][C:27]([S:30]([CH3:33])(=[O:32])=[O:31])=[CH:28][CH:29]=3)[CH2:7][CH:6]3[CH2:12][O:13][CH2:14][CH2:15][N:5]3[C:4]=2[N:3]=1. The catalyst class is: 16. (4) The catalyst class is: 20. Reactant: [CH3:1][O:2][C@H:3]1[CH2:20][C@@:18]2([CH3:19])[C@@H:14]([CH2:15][CH2:16][C:17]2=[CH2:21])[C@H:13]2[C@H:4]1[C@:5]1([CH3:26])[C@@H:10]([CH2:11][CH2:12]2)[CH2:9][C@H:8]([O:22][CH2:23][O:24][CH3:25])[CH2:7][CH2:6]1.B1C2CCCC1CCC2.[OH:36]O.[OH-].[Na+]. Product: [CH3:1][O:2][C@H:3]1[CH2:20][C@@:18]2([CH3:19])[C@@H:14]([CH2:15][CH2:16][C@@H:17]2[CH2:21][OH:36])[C@H:13]2[C@H:4]1[C@:5]1([CH3:26])[C@@H:10]([CH2:11][CH2:12]2)[CH2:9][C@H:8]([O:22][CH2:23][O:24][CH3:25])[CH2:7][CH2:6]1. (5) Reactant: [C:1]([CH2:4][CH2:5][CH2:6][CH2:7][CH2:8][N+:9]1[C:17]2[C:12](=[C:13]([F:21])[C:14]([F:20])=[C:15]([F:19])[C:16]=2[F:18])[C:11]([CH2:23][CH2:24][CH2:25][CH2:26][S:27]([O-:30])(=[O:29])=[O:28])([CH3:22])[C:10]=1[CH3:31])([OH:3])=[O:2].C1(N=[CH:39][CH2:40][CH:41]=[N:42][C:43]2[CH:48]=[CH:47][CH:46]=[CH:45][CH:44]=2)C=CC=CC=1.Cl.[C:50](OC(=O)C)(=[O:52])[CH3:51]. Product: [C:50]([N:42]([C:43]1[CH:44]=[CH:45][CH:46]=[CH:47][CH:48]=1)/[CH:41]=[CH:40]/[CH:39]=[CH:31]/[C:10]1[C:11]([CH2:23][CH2:24][CH2:25][CH2:26][S:27]([O-:30])(=[O:29])=[O:28])([CH3:22])[C:12]2[C:17](=[C:16]([F:18])[C:15]([F:19])=[C:14]([F:20])[C:13]=2[F:21])[N+:9]=1[CH2:8][CH2:7][CH2:6][CH2:5][CH2:4][C:1]([OH:3])=[O:2])(=[O:52])[CH3:51]. The catalyst class is: 15. (6) Reactant: [CH3:1][O:2][C:3](=[O:17])[C:4]1[CH:9]=[C:8]([C:10]([F:13])([F:12])[F:11])[CH:7]=[C:6]([N+:14]([O-])=O)[CH:5]=1.O.O.[Sn](Cl)(Cl)(Cl)Cl. Product: [CH3:1][O:2][C:3](=[O:17])[C:4]1[CH:9]=[C:8]([C:10]([F:13])([F:12])[F:11])[CH:7]=[C:6]([NH2:14])[CH:5]=1. The catalyst class is: 8. (7) Reactant: C([O:4][CH:5]([C@@H:12]([NH:18][C:19]([O:21][CH2:22][CH:23]1[C:35]2[CH:34]=[CH:33][CH:32]=[CH:31][C:30]=2[C:29]2[C:24]1=[CH:25][CH:26]=[CH:27][CH:28]=2)=[O:20])[CH2:13][CH:14]1[CH2:17][CH2:16][CH2:15]1)[C:6]([NH:8][CH:9]1[CH2:11][CH2:10]1)=[O:7])(=O)C.OS(O)(=O)=O.O. Product: [CH:14]1([CH2:13][C@H:12]([NH:18][C:19](=[O:20])[O:21][CH2:22][CH:23]2[C:35]3[CH:34]=[CH:33][CH:32]=[CH:31][C:30]=3[C:29]3[C:24]2=[CH:25][CH:26]=[CH:27][CH:28]=3)[CH:5]([OH:4])[C:6]([NH:8][CH:9]2[CH2:10][CH2:11]2)=[O:7])[CH2:17][CH2:16][CH2:15]1. The catalyst class is: 5. (8) Reactant: Br[C:2]1[C:3]([CH3:24])=[C:4]([C:8]2[N:12]=[C:11]([C:13]3[CH:18]=[CH:17][C:16]([O:19][CH:20]([CH3:22])[CH3:21])=[C:15]([Cl:23])[CH:14]=3)[O:10][N:9]=2)[CH:5]=[CH:6][CH:7]=1.Br[Zn][CH2:27][CH2:28][CH2:29][C:30]([O:32][CH2:33][CH3:34])=[O:31]. Product: [Cl:23][C:15]1[CH:14]=[C:13]([C:11]2[O:10][N:9]=[C:8]([C:4]3[C:3]([CH3:24])=[C:2]([CH2:27][CH2:28][CH2:29][C:30]([O:32][CH2:33][CH3:34])=[O:31])[CH:7]=[CH:6][CH:5]=3)[N:12]=2)[CH:18]=[CH:17][C:16]=1[O:19][CH:20]([CH3:22])[CH3:21]. The catalyst class is: 176. (9) Reactant: [C:1]([OH:6])(=O)[CH2:2][CH2:3][CH3:4].C(Cl)CCl.[CH:11]1[CH:12]=[CH:13][C:14]2[N:19](O)N=[N:17][C:15]=2[CH:16]=1.NCC1C=CC=CN=1. Product: [N:17]1[CH:13]=[CH:12][CH:11]=[CH:16][C:15]=1[CH2:14][NH:19][C:1](=[O:6])[CH2:2][CH2:3][CH3:4]. The catalyst class is: 1.